Dataset: Forward reaction prediction with 1.9M reactions from USPTO patents (1976-2016). Task: Predict the product of the given reaction. (1) The product is: [F:30][C:31]1[CH:32]=[CH:33][C:34]([N:37]2[C:40](=[O:41])[C@H:39]([S:42][CH2:43][CH:44]([C:46]3[CH:47]=[CH:48][C:49]([F:52])=[CH:50][CH:51]=3)[OH:45])[C@H:38]2[C:53]2[CH:54]=[CH:55][C:56]([O:57][CH2:58][C:59]([NH:61][CH2:62][C:63]([NH:68][C:69]3([C:72]([OH:74])=[O:73])[CH2:71][CH2:70]3)=[O:64])=[O:60])=[CH:66][CH:67]=2)=[CH:35][CH:36]=1. Given the reactants CN1CCOCC1.CN(C(ON1N=NC2C=CC=CC1=2)=[N+](C)C)C.[B-](F)(F)(F)F.[F:30][C:31]1[CH:36]=[CH:35][C:34]([N:37]2[C:40](=[O:41])[C@H:39]([S:42][CH2:43][C:44]([C:46]3[CH:51]=[CH:50][C:49]([F:52])=[CH:48][CH:47]=3)=[O:45])[C@H:38]2[C:53]2[CH:67]=[CH:66][C:56]([O:57][CH2:58][C:59]([NH:61][CH2:62][C:63](O)=[O:64])=[O:60])=[CH:55][CH:54]=2)=[CH:33][CH:32]=1.[NH2:68][C:69]1([C:72]([OH:74])=[O:73])[CH2:71][CH2:70]1.[BH4-].[Na+], predict the reaction product. (2) Given the reactants [CH2:1]([O:3][C:4](=[O:31])[CH:5](O)[CH2:6][C:7]1[CH:12]=[CH:11][C:10]([CH2:13][CH2:14][N:15]([C:23]([O:25][C:26]([CH3:29])([CH3:28])[CH3:27])=[O:24])[CH2:16][CH2:17][CH2:18][CH2:19][CH2:20][CH2:21][CH3:22])=[CH:9][CH:8]=1)[CH3:2].[C:32]1([SH:38])[CH:37]=[CH:36][CH:35]=[CH:34][CH:33]=1, predict the reaction product. The product is: [CH2:1]([O:3][C:4](=[O:31])[CH:5]([S:38][C:32]1[CH:37]=[CH:36][CH:35]=[CH:34][CH:33]=1)[CH2:6][C:7]1[CH:12]=[CH:11][C:10]([CH2:13][CH2:14][N:15]([C:23]([O:25][C:26]([CH3:29])([CH3:28])[CH3:27])=[O:24])[CH2:16][CH2:17][CH2:18][CH2:19][CH2:20][CH2:21][CH3:22])=[CH:9][CH:8]=1)[CH3:2].